Dataset: Forward reaction prediction with 1.9M reactions from USPTO patents (1976-2016). Task: Predict the product of the given reaction. (1) Given the reactants [C:14]1(P([C:14]2[CH:19]=[CH:18][CH:17]=[CH:16][CH:15]=2)[C:14]2[CH:19]=[CH:18][CH:17]=[CH:16][CH:15]=2)[CH:19]=[CH:18][CH:17]=[CH:16][CH:15]=1.[Br:20][CH2:21][CH2:22]O.[N:24]([C:31](OCC)=[O:32])=[N:25][C:26](OCC)=O, predict the reaction product. The product is: [Br:20][CH2:21][CH2:22][C:26]1[C:15]2[C:14](=[CH:19][CH:18]=[CH:17][CH:16]=2)[C:31](=[O:32])[NH:24][N:25]=1. (2) Given the reactants [Si:1]([O:8][C@H:9]1[CH2:14][CH2:13][CH2:12][N:11]([C:15]2[CH:20]=[CH:19][N:18]=[CH:17][C:16]=2[N+:21]([O-])=O)[CH2:10]1)([C:4]([CH3:7])([CH3:6])[CH3:5])([CH3:3])[CH3:2], predict the reaction product. The product is: [C:4]([C:17]1[C:16]([NH2:21])=[C:15]([N:11]2[CH2:12][CH2:13][CH2:14][C@H:9]([O:8][Si:1]([C:4]([CH3:7])([CH3:6])[CH3:5])([CH3:3])[CH3:2])[CH2:10]2)[CH:20]=[CH:19][N:18]=1)([CH3:7])([CH3:6])[CH3:5]. (3) Given the reactants N1C=CN=C1.C1(P(C2C=CC=CC=2)C2C=CC=CC=2)C=CC=CC=1.[I:25]I.[Br:27][C:28]1[CH:33]=[CH:32][C:31]([C:34]([N:36]2[CH2:40][CH2:39][CH2:38][C@H:37]2[CH2:41]O)=[O:35])=[CH:30][CH:29]=1, predict the reaction product. The product is: [Br:27][C:28]1[CH:33]=[CH:32][C:31]([C:34]([N:36]2[CH2:40][CH2:39][CH2:38][C@H:37]2[CH2:41][I:25])=[O:35])=[CH:30][CH:29]=1.